From a dataset of Full USPTO retrosynthesis dataset with 1.9M reactions from patents (1976-2016). Predict the reactants needed to synthesize the given product. (1) The reactants are: O[C:2]1[CH:10]=[C:9](C)[CH:8]=[CH:7][C:3]=1[C:4](O)=O.[C:12](=[O:15])([O-])[O-:13].[Cs+].[Cs+].[CH3:18]I.CN(C)[CH:22]=[O:23]. Given the product [CH3:18][O:13][C:12](=[O:15])[C:9]1[CH:8]=[CH:7][C:3]([CH3:4])=[CH:2][C:10]=1[O:23][CH3:22], predict the reactants needed to synthesize it. (2) Given the product [C:1]([O:5][C:6]([C:8]1([NH:9][C:22]([O:24][C:25]([CH3:28])([CH3:27])[CH3:26])=[O:23])[CH2:14][C:13]1([CH2:12][OH:11])[C:15]1[CH:20]=[CH:19][CH:18]=[CH:17][CH:16]=1)=[O:7])([CH3:3])([CH3:4])[CH3:2], predict the reactants needed to synthesize it. The reactants are: [C:1]([O:5][C:6]([C@@:8]12[CH2:14][C@:13]1([C:15]1[CH:20]=[CH:19][CH:18]=[CH:17][CH:16]=1)[CH2:12][O:11]C(=O)[N:9]2[C:22]([O:24][C:25]([CH3:28])([CH3:27])[CH3:26])=[O:23])=[O:7])([CH3:4])([CH3:3])[CH3:2].C(=O)([O-])[O-].[Cs+].[Cs+].